From a dataset of Full USPTO retrosynthesis dataset with 1.9M reactions from patents (1976-2016). Predict the reactants needed to synthesize the given product. (1) Given the product [Br:1][C:23]1[S:22][C:21]([C:24]2[CH:29]=[CH:28][CH:27]=[CH:26][CH:25]=2)=[N:20][C:19]=1[CH:14]([O:13][C:9]([CH3:12])([CH3:10])[CH3:11])[C:15]([O:17][CH3:18])=[O:16], predict the reactants needed to synthesize it. The reactants are: [Br:1]N1C(=O)CCC1=O.[C:9]([O:13][CH:14]([C:19]1[N:20]=[C:21]([C:24]2[CH:29]=[CH:28][CH:27]=[CH:26][CH:25]=2)[S:22][CH:23]=1)[C:15]([O:17][CH3:18])=[O:16])([CH3:12])([CH3:11])[CH3:10].C(OCC)(=O)C. (2) The reactants are: [Br:1][C:2]1[CH:7]=[C:6]([C:8]#[N:9])[CH:5]=[CH:4][C:3]=1[NH:10][C:11]1[CH:16]=[C:15]([N:17]([CH:25]2[CH2:27][CH2:26]2)C(=O)OC(C)(C)C)[N:14]2[N:28]=[CH:29][C:30]([CH:31]=[O:32])=[C:13]2[N:12]=1.[F:33][C:34]([F:39])([F:38])[C:35]([OH:37])=[O:36]. Given the product [F:33][C:34]([F:39])([F:38])[C:35]([OH:37])=[O:36].[Br:1][C:2]1[CH:7]=[C:6]([CH:5]=[CH:4][C:3]=1[NH:10][C:11]1[CH:16]=[C:15]([NH:17][CH:25]2[CH2:26][CH2:27]2)[N:14]2[N:28]=[CH:29][C:30]([CH:31]=[O:32])=[C:13]2[N:12]=1)[C:8]#[N:9], predict the reactants needed to synthesize it. (3) Given the product [N+:58]([C:50]1[CH:51]=[C:52]([C:53]([N:38]2[CH2:39][CH2:40][N:35]([CH3:34])[CH2:36][CH2:37]2)=[O:54])[CH:56]=[CH:57][C:49]=1[N:48]([C:61]1[CH:66]=[C:65]([N:67]([CH3:90])[C:68]([N:70]([C:71]2[C:76]([Cl:77])=[C:75]([O:78][CH3:79])[CH:74]=[C:73]([O:80][CH3:81])[C:72]=2[Cl:82])[C:83]([O:85][C:86]([CH3:87])([CH3:88])[CH3:89])=[O:84])=[O:69])[N:64]=[CH:63][N:62]=1)[C:46](=[O:47])[O:45][C:41]([CH3:44])([CH3:42])[CH3:43])([O-:60])=[O:59], predict the reactants needed to synthesize it. The reactants are: CCN(C(C)C)C(C)C.CN(C(ON1N=NC2C=CC=NC1=2)=[N+](C)C)C.F[P-](F)(F)(F)(F)F.[CH3:34][N:35]1[CH2:40][CH2:39][NH:38][CH2:37][CH2:36]1.[C:41]([O:45][C:46]([N:48]([C:61]1[CH:66]=[C:65]([N:67]([CH3:90])[C:68]([N:70]([C:83]([O:85][C:86]([CH3:89])([CH3:88])[CH3:87])=[O:84])[C:71]2[C:76]([Cl:77])=[C:75]([O:78][CH3:79])[CH:74]=[C:73]([O:80][CH3:81])[C:72]=2[Cl:82])=[O:69])[N:64]=[CH:63][N:62]=1)[C:49]1[CH:57]=[CH:56][C:52]([C:53](O)=[O:54])=[CH:51][C:50]=1[N+:58]([O-:60])=[O:59])=[O:47])([CH3:44])([CH3:43])[CH3:42]. (4) Given the product [Cl:2][C:3]1[CH:4]=[CH:5][C:6]([O:23][CH3:24])=[C:7]([CH:22]=1)[NH:8][CH2:9][C:10]([S:12][C:13]1[N:21]=[CH:20][CH:19]=[CH:18][C:14]=1[C:15]([OH:17])=[O:16])=[O:11], predict the reactants needed to synthesize it. The reactants are: [Na+].[Cl:2][C:3]1[CH:4]=[CH:5][C:6]([O:23][CH3:24])=[C:7]([CH:22]=1)[NH:8][CH2:9][C:10]([S:12][C:13]1[N:21]=[CH:20][CH:19]=[CH:18][C:14]=1[C:15]([O-:17])=[O:16])=[O:11].Cl.